Dataset: P-glycoprotein inhibition data for predicting drug efflux from Broccatelli et al.. Task: Regression/Classification. Given a drug SMILES string, predict its absorption, distribution, metabolism, or excretion properties. Task type varies by dataset: regression for continuous measurements (e.g., permeability, clearance, half-life) or binary classification for categorical outcomes (e.g., BBB penetration, CYP inhibition). Dataset: pgp_broccatelli. (1) The molecule is CC(C)(C)NC[C@H](O)COc1cccc2c1CCCC2=O. The result is 0 (non-inhibitor). (2) The drug is Nc1ccc(-c2cc(C(F)(F)F)cc(C(F)(F)F)c2)cc1. The result is 1 (inhibitor). (3) The drug is CC[C@]12CCCN3CCc4c(n(c5ccccc45)C(=O)C1)[C@@H]32. The result is 0 (non-inhibitor).